This data is from Catalyst prediction with 721,799 reactions and 888 catalyst types from USPTO. The task is: Predict which catalyst facilitates the given reaction. Reactant: [CH2:1]([C@H:3]1[CH2:8][CH2:7][C@H:6]([O:9][C:10]2[CH:15]=[CH:14][C:13]([CH:16]3[CH2:21][CH2:20][N:19]([CH2:22][CH2:23][C:24]([O:26]CC)=[O:25])[CH2:18][CH2:17]3)=[CH:12][CH:11]=2)[CH2:5][CH2:4]1)[CH3:2].[OH-].[Na+]. Product: [CH2:1]([C@H:3]1[CH2:4][CH2:5][C@H:6]([O:9][C:10]2[CH:15]=[CH:14][C:13]([C:16]3[CH2:21][CH2:20][N:19]([CH2:22][CH2:23][C:24]([OH:26])=[O:25])[CH2:18][CH:17]=3)=[CH:12][CH:11]=2)[CH2:7][CH2:8]1)[CH3:2]. The catalyst class is: 24.